Dataset: Reaction yield outcomes from USPTO patents with 853,638 reactions. Task: Predict the reaction yield, written as a fraction of the theoretical maximum amount of product (1.0 means a 100% yield; for example, 0.34 means a 34% yield). (1) The product is [CH2:26]([S:23]([N:20]1[CH2:21][CH2:22][C@H:18]([NH:17][C:15]2[C:14]([F:27])=[CH:13][N:12]=[C:11]([C:10]3[C:4]4[C:5](=[N:6][CH:7]=[C:2]([Cl:1])[CH:3]=4)[NH:8][CH:9]=3)[N:16]=2)[CH2:19]1)(=[O:24])=[O:25])[CH2:28][CH2:29][CH3:30]. The yield is 0.450. The reactants are [Cl:1][C:2]1[CH:3]=[C:4]2[C:10]([C:11]3[N:16]=[C:15]([NH:17][C@H:18]4[CH2:22][CH2:21][N:20]([S:23]([CH3:26])(=[O:25])=[O:24])[CH2:19]4)[C:14]([F:27])=[CH:13][N:12]=3)=[CH:9][NH:8][C:5]2=[N:6][CH:7]=1.[CH2:28](S(Cl)(=O)=O)[CH2:29][CH2:30]C. No catalyst specified. (2) The reactants are Cl[C:2]1[N:7]=[C:6]([O:8][CH2:9][C:10]([F:13])([F:12])[F:11])[N:5]=[C:4]([NH:14][C:15]2[CH:24]=[CH:23][C:18]([C:19]([O:21][CH3:22])=[O:20])=[CH:17][CH:16]=2)[N:3]=1.[CH2:25]([O:28][C:29]1[CH:34]=[CH:33][C:32]([CH2:35][NH2:36])=[CH:31][CH:30]=1)[CH:26]=[CH2:27].CCN(C(C)C)C(C)C. The catalyst is C1COCC1. The product is [CH2:25]([O:28][C:29]1[CH:34]=[CH:33][C:32]([CH2:35][NH:36][C:2]2[N:7]=[C:6]([O:8][CH2:9][C:10]([F:13])([F:12])[F:11])[N:5]=[C:4]([NH:14][C:15]3[CH:24]=[CH:23][C:18]([C:19]([O:21][CH3:22])=[O:20])=[CH:17][CH:16]=3)[N:3]=2)=[CH:31][CH:30]=1)[CH:26]=[CH2:27]. The yield is 0.300. (3) The reactants are [F:1][C:2]1[C:10]([O:11][C:12]2[C:17]3=[C:18]([CH3:26])[C:19]([O:21][CH2:22][CH:23]4[CH2:25][O:24]4)=[CH:20][N:16]3[N:15]=[CH:14][N:13]=2)=[CH:9][CH:8]=[C:7]2[C:3]=1[CH:4]=[C:5]([CH3:27])[NH:6]2.[CH3:28][N:29]([CH3:34])[S:30]([NH2:33])(=[O:32])=[O:31].[C:35](=O)([O-])[O-].[K+].[K+]. The catalyst is CN(C=O)C.ClCCl. The product is [F:1][C:2]1[C:10]([O:11][C:12]2[C:17]3=[C:18]([CH3:26])[C:19]([O:21][CH2:22][CH:23]([OH:24])[CH2:25][CH2:35][NH:33][S:30]([N:29]([CH3:34])[CH3:28])(=[O:32])=[O:31])=[CH:20][N:16]3[N:15]=[CH:14][N:13]=2)=[CH:9][CH:8]=[C:7]2[C:3]=1[CH:4]=[C:5]([CH3:27])[NH:6]2. The yield is 0.250. (4) The reactants are C(NC(C)C)(C)C.C([Li])CCC.[I:13][C:14]1[CH:19]=[CH:18][C:17]([CH2:20][C:21]([OH:23])=[O:22])=[CH:16][CH:15]=1.I[CH2:25][CH:26]1[CH2:30][CH2:29][CH2:28][CH2:27]1. The catalyst is O1CCCC1.CN1CCCN(C)C1=O. The product is [CH:26]1([CH2:25][CH:20]([C:17]2[CH:16]=[CH:15][C:14]([I:13])=[CH:19][CH:18]=2)[C:21]([OH:23])=[O:22])[CH2:30][CH2:29][CH2:28][CH2:27]1. The yield is 0.700. (5) The reactants are [CH3:1][O:2][C:3]1[CH:8]=[CH:7][C:6]([N+:9]([O-:11])=[O:10])=[CH:5][C:4]=1[OH:12].Cl.Cl[CH2:15][CH2:16][N:17]([CH3:19])[CH3:18].[H-].[Na+].N#N. The catalyst is CN(C)C=O. The product is [CH3:1][O:2][C:3]1[CH:8]=[CH:7][C:6]([N+:9]([O-:11])=[O:10])=[CH:5][C:4]=1[O:12][CH2:15][CH2:16][N:17]([CH3:19])[CH3:18]. The yield is 0.650. (6) The reactants are [F:1][C:2]1[CH:7]=[CH:6][CH:5]=[C:4]([F:8])[C:3]=1[N:9]1[C:14]2[N:15]=[C:16]([NH:27][CH2:28][CH2:29][NH2:30])[N:17]=[C:18]([C:19]3[CH:24]=[CH:23][C:22]([F:25])=[CH:21][C:20]=3[CH3:26])[C:13]=2[CH:12]=[CH:11][C:10]1=[O:31].[F:32][C:33]1[CH:34]=[C:35]([N:39]=[C:40]=[O:41])[CH:36]=[CH:37][CH:38]=1. No catalyst specified. The product is [F:1][C:2]1[CH:7]=[CH:6][CH:5]=[C:4]([F:8])[C:3]=1[N:9]1[C:14]2[N:15]=[C:16]([NH:27][CH2:28][CH2:29][NH:30][C:40]([NH:39][C:35]3[CH:36]=[CH:37][CH:38]=[C:33]([F:32])[CH:34]=3)=[O:41])[N:17]=[C:18]([C:19]3[CH:24]=[CH:23][C:22]([F:25])=[CH:21][C:20]=3[CH3:26])[C:13]=2[CH:12]=[CH:11][C:10]1=[O:31]. The yield is 0.676. (7) The reactants are [F:1][C:2]1[CH:7]=[CH:6][C:5]([C:8]23[CH2:16][O:15][CH2:14][CH:13]2[CH2:12][S:11][C:10]([NH2:17])=[N:9]3)=[CH:4][C:3]=1[C:18]1[CH:19]=[N:20][CH:21]=[N:22][CH:23]=1.F[C:25]1C=CC(C2C=NC=NC=2)=CC=1C12COCC1CSC(N)=N2. No catalyst specified. The product is [CH3:25][N:20]([CH3:21])[CH2:19][CH3:18].[F:1][C:2]1[CH:7]=[CH:6][C:5]([C@:8]23[CH2:16][O:15][CH2:14][C@H:13]2[CH2:12][S:11][C:10]([NH2:17])=[N:9]3)=[CH:4][C:3]=1[C:18]1[CH:19]=[N:20][CH:21]=[N:22][CH:23]=1. The yield is 0.00200.